Dataset: Forward reaction prediction with 1.9M reactions from USPTO patents (1976-2016). Task: Predict the product of the given reaction. (1) Given the reactants [C:1]([O:5][P:6]([O:13][CH2:14][CH2:15][NH:16]C(=O)OCC1C=CC=CC=1)([O:8][C:9]([CH3:12])([CH3:11])[CH3:10])=[O:7])([CH3:4])([CH3:3])[CH3:2], predict the reaction product. The product is: [P:6]([O:5][C:1]([CH3:4])([CH3:3])[CH3:2])([O:8][C:9]([CH3:10])([CH3:12])[CH3:11])([O:13][CH2:14][CH2:15][NH2:16])=[O:7]. (2) Given the reactants Br[C:2]1[N:3]=[CH:4][C:5]([NH:8][C:9](=[O:26])[CH:10]([NH:14][C:15](=[O:25])[CH2:16][C:17]2[CH:22]=[C:21]([F:23])[CH:20]=[C:19]([F:24])[CH:18]=2)[CH2:11][CH2:12][CH3:13])=[N:6][CH:7]=1.C(C(N)CC)C, predict the reaction product. The product is: [N:6]1[CH:7]=[CH:2][N:3]=[CH:4][C:5]=1[NH:8][C:9](=[O:26])[CH:10]([NH:14][C:15](=[O:25])[CH2:16][C:17]1[CH:18]=[C:19]([F:24])[CH:20]=[C:21]([F:23])[CH:22]=1)[CH2:11][CH2:12][CH3:13]. (3) Given the reactants [CH3:1][N:2]1[CH2:7][CH2:6][C:5](=[CH:8][C:9]2[CH:17]=[CH:16][C:12]([C:13](O)=[O:14])=[CH:11][C:10]=2[C:18]([F:21])([F:20])[F:19])[CH2:4][CH2:3]1.S(Cl)([Cl:24])=O, predict the reaction product. The product is: [ClH:24].[CH3:1][N:2]1[CH2:7][CH2:6][C:5](=[CH:8][C:9]2[CH:17]=[CH:16][C:12]([C:13]([Cl:24])=[O:14])=[CH:11][C:10]=2[C:18]([F:21])([F:20])[F:19])[CH2:4][CH2:3]1. (4) The product is: [ClH:46].[O:1]1[CH2:2][CH2:3][N:4]([C:7]2[N:12]=[C:11]([N:13]3[CH2:18][CH2:17][O:16][CH2:15][CH2:14]3)[N:10]=[C:9]([C:19]3[CH:24]=[CH:23][C:22]([NH:25][C:26]([NH:28][C:29]4[CH:30]=[CH:31][C:32]([C:35]([N:37]5[CH2:38][CH2:39][N:40]([CH3:43])[CH2:41][CH2:42]5)=[O:36])=[CH:33][CH:34]=4)=[O:27])=[CH:21][CH:20]=3)[N:8]=2)[CH2:5][CH2:6]1. Given the reactants [O:1]1[CH2:6][CH2:5][N:4]([C:7]2[N:12]=[C:11]([N:13]3[CH2:18][CH2:17][O:16][CH2:15][CH2:14]3)[N:10]=[C:9]([C:19]3[CH:24]=[CH:23][C:22]([NH:25][C:26]([NH:28][C:29]4[CH:34]=[CH:33][C:32]([C:35]([N:37]5[CH2:42][CH2:41][N:40]([CH3:43])[CH2:39][CH2:38]5)=[O:36])=[CH:31][CH:30]=4)=[O:27])=[CH:21][CH:20]=3)[N:8]=2)[CH2:3][CH2:2]1.CO.[ClH:46], predict the reaction product. (5) Given the reactants [CH2:1]([O:8][C@@H:9]1[C@@H:14]([O:15][CH2:16][C:17]2[CH:22]=[CH:21][CH:20]=[CH:19][CH:18]=2)[C@H:13]([O:23][CH2:24][C:25]2[CH:30]=[CH:29][CH:28]=[CH:27][CH:26]=2)[C@@H:12]([CH2:31][O:32][CH2:33][C:34]2[CH:39]=[CH:38][CH:37]=[CH:36][CH:35]=2)[O:11][C@H:10]1[N:40]1[C:48]2[C:43](=[C:44]([CH3:49])[CH:45]=[CH:46][CH:47]=2)[C:42]([CH2:50][C:51]2[CH:56]=[CH:55][C:54](/[CH:57]=[CH:58]/[CH2:59][C:60]([OH:62])=[O:61])=[CH:53][CH:52]=2)=[CH:41]1)[C:2]1[CH:7]=[CH:6][CH:5]=[CH:4][CH:3]=1.[C:63](=O)([O-])[O-].[K+].[K+].CI.O, predict the reaction product. The product is: [CH2:1]([O:8][C@@H:9]1[C@@H:14]([O:15][CH2:16][C:17]2[CH:22]=[CH:21][CH:20]=[CH:19][CH:18]=2)[C@H:13]([O:23][CH2:24][C:25]2[CH:30]=[CH:29][CH:28]=[CH:27][CH:26]=2)[C@@H:12]([CH2:31][O:32][CH2:33][C:34]2[CH:39]=[CH:38][CH:37]=[CH:36][CH:35]=2)[O:11][C@H:10]1[N:40]1[C:48]2[C:43](=[C:44]([CH3:49])[CH:45]=[CH:46][CH:47]=2)[C:42]([CH2:50][C:51]2[CH:56]=[CH:55][C:54](/[CH:57]=[CH:58]/[CH2:59][C:60]([O:62][CH3:63])=[O:61])=[CH:53][CH:52]=2)=[CH:41]1)[C:2]1[CH:3]=[CH:4][CH:5]=[CH:6][CH:7]=1. (6) Given the reactants [NH2:1][C:2]1[C:7](=[O:8])[CH:6]=[CH:5][N:4]([C:9]2[CH:14]=[CH:13][CH:12]=[C:11]([C:15]([F:18])([F:17])[F:16])[CH:10]=2)[N:3]=1.[CH:19]([CH:21]=O)=O.[CH:23](=O)[C:24]1[CH:29]=[CH:28][CH:27]=[CH:26][CH:25]=1.[NH4+:31].[Cl-].OP(O)(O)=O, predict the reaction product. The product is: [C:24]1([C:23]2[N:1]([C:2]3[C:7](=[O:8])[CH:6]=[CH:5][N:4]([C:9]4[CH:14]=[CH:13][CH:12]=[C:11]([C:15]([F:16])([F:18])[F:17])[CH:10]=4)[N:3]=3)[CH:19]=[CH:21][N:31]=2)[CH:29]=[CH:28][CH:27]=[CH:26][CH:25]=1.